This data is from NCI-60 drug combinations with 297,098 pairs across 59 cell lines. The task is: Regression. Given two drug SMILES strings and cell line genomic features, predict the synergy score measuring deviation from expected non-interaction effect. Drug 1: C1=NC2=C(N1)C(=S)N=C(N2)N. Drug 2: CS(=O)(=O)OCCCCOS(=O)(=O)C. Cell line: SF-539. Synergy scores: CSS=11.3, Synergy_ZIP=-12.1, Synergy_Bliss=-12.5, Synergy_Loewe=-18.0, Synergy_HSA=-11.1.